The task is: Predict the product of the given reaction.. This data is from Forward reaction prediction with 1.9M reactions from USPTO patents (1976-2016). (1) Given the reactants [O:1]=[C:2]([CH3:9])[CH2:3][C:4]([O:6][CH2:7][CH3:8])=[O:5].[N:10]([O-])=[O:11].[Na+].COC(C)(C)C, predict the reaction product. The product is: [OH:11]/[N:10]=[C:3](\[C:2](=[O:1])[CH3:9])/[C:4]([O:6][CH2:7][CH3:8])=[O:5]. (2) Given the reactants [F:1][C:2]([F:32])([F:31])[C:3]1[CH:4]=[C:5]([CH2:13][O:14][C@@H:15]2[CH2:21][CH2:20][C@@H:19]3[NH:22][C@@:16]2([C:25]2[CH:30]=[CH:29][CH:28]=[CH:27][CH:26]=2)[CH2:17][C@H:18]3[CH:23]=O)[CH:6]=[C:7]([C:9]([F:12])([F:11])[F:10])[CH:8]=1.[C:33](=O)([O-])[O-].[K+].[K+].[N+](=C(P(=O)(OC)OC)C(=O)C)=[N-], predict the reaction product. The product is: [F:12][C:9]([F:10])([F:11])[C:7]1[CH:6]=[C:5]([CH2:13][O:14][C@@H:15]2[CH2:21][CH2:20][C@@H:19]3[NH:22][C@@:16]2([C:25]2[CH:26]=[CH:27][CH:28]=[CH:29][CH:30]=2)[CH2:17][C@@H:18]3[C:23]#[CH:33])[CH:4]=[C:3]([C:2]([F:32])([F:1])[F:31])[CH:8]=1. (3) Given the reactants CS(O[CH2:6][C:7]1[CH:12]=[C:11]([C:13]2[CH:14]=[N:15][C:16]([C:19]([F:22])([F:21])[F:20])=[N:17][CH:18]=2)[N:10]=[C:9]([C:23]([F:26])([F:25])[F:24])[CH:8]=1)(=O)=O.[Na+].[I-].CN(C)C=O.[C:34]([O:38][C:39]([N-:41][C:42]([O:44][C:45]([CH3:48])([CH3:47])[CH3:46])=[O:43])=[O:40])([CH3:37])([CH3:36])[CH3:35].[K+], predict the reaction product. The product is: [C:45]([O:44][C:42]([N:41]([CH2:6][C:7]1[CH:12]=[C:11]([C:13]2[CH:14]=[N:15][C:16]([C:19]([F:20])([F:21])[F:22])=[N:17][CH:18]=2)[N:10]=[C:9]([C:23]([F:26])([F:24])[F:25])[CH:8]=1)[C:39](=[O:40])[O:38][C:34]([CH3:37])([CH3:36])[CH3:35])=[O:43])([CH3:48])([CH3:47])[CH3:46]. (4) The product is: [CH3:24][S:21]([O:1][CH:2]1[CH2:6][CH2:5][N:4]([C:7]([O:9][C:10]([CH3:13])([CH3:12])[CH3:11])=[O:8])[CH2:3]1)(=[O:23])=[O:22]. Given the reactants [OH:1][CH:2]1[CH2:6][CH2:5][N:4]([C:7]([O:9][C:10]([CH3:13])([CH3:12])[CH3:11])=[O:8])[CH2:3]1.C(N(CC)CC)C.[S:21](Cl)([CH3:24])(=[O:23])=[O:22].O, predict the reaction product.